This data is from Retrosynthesis with 50K atom-mapped reactions and 10 reaction types from USPTO. The task is: Predict the reactants needed to synthesize the given product. The reactants are: CS(=O)(=O)Cl.Cc1ccc(C(=O)N2CCC(c3ccc(C#N)cc3)CC2)cc1N. Given the product Cc1ccc(C(=O)N2CCC(c3ccc(C#N)cc3)CC2)cc1NS(C)(=O)=O, predict the reactants needed to synthesize it.